Dataset: Forward reaction prediction with 1.9M reactions from USPTO patents (1976-2016). Task: Predict the product of the given reaction. (1) Given the reactants CO[C:3](=[O:21])[C:4]([OH:20])=[CH:5][C:6](=[O:19])[N:7]([CH2:10][C:11]1[CH:16]=[CH:15][C:14]([Cl:17])=[C:13]([Cl:18])[CH:12]=1)[O:8][CH3:9].C=O.CN.ClC1C=C(C=CC=1Cl)[CH2:30][N:31](C)[C:32](C1CN(C)C(=O)C=1O)=O, predict the reaction product. The product is: [Cl:18][C:13]1[CH:12]=[C:11]([CH:16]=[CH:15][C:14]=1[Cl:17])[CH2:10][N:7]([O:8][CH3:9])[C:6]([C:5]1[CH2:30][N:31]([CH3:32])[C:3](=[O:21])[C:4]=1[OH:20])=[O:19]. (2) Given the reactants [C:1]([NH:4][C:5]1[S:6][C:7]([C:26](O)=[O:27])=[C:8]([CH2:10][CH2:11][C:12]2[CH:17]=[CH:16][C:15]([NH:18][C:19]([O:21][C:22]([CH3:25])([CH3:24])[CH3:23])=[O:20])=[CH:14][CH:13]=2)[N:9]=1)(=[O:3])[CH3:2].[CH3:29][S:30][C:31]1[CH:38]=[CH:37][C:34]([CH2:35][NH2:36])=[CH:33][CH:32]=1.ON1C2C=CC=CC=2N=N1.Cl.C(N=C=NCCCN(C)C)C.C([O-])(O)=O.[Na+], predict the reaction product. The product is: [C:22]([O:21][C:19](=[O:20])[NH:18][C:15]1[CH:16]=[CH:17][C:12]([CH2:11][CH2:10][C:8]2[N:9]=[C:5]([NH:4][C:1](=[O:3])[CH3:2])[S:6][C:7]=2[C:26]([NH:36][CH2:35][C:34]2[CH:37]=[CH:38][C:31]([S:30][CH3:29])=[CH:32][CH:33]=2)=[O:27])=[CH:13][CH:14]=1)([CH3:25])([CH3:24])[CH3:23]. (3) Given the reactants C(OC([N:8]1[CH2:13][CH2:12][CH:11]([C:14]2[C:22]3[S:21][C:20]([NH:23][C:24]([N:26]4[CH2:31][CH2:30][O:29][CH2:28][CH2:27]4)=[O:25])=[N:19][C:18]=3[C:17]([O:32][CH3:33])=[CH:16][CH:15]=2)[CH2:10][CH2:9]1)=O)(C)(C)C.[ClH:34].CO, predict the reaction product. The product is: [ClH:34].[CH3:33][O:32][C:17]1[C:18]2[N:19]=[C:20]([NH:23][C:24]([N:26]3[CH2:31][CH2:30][O:29][CH2:28][CH2:27]3)=[O:25])[S:21][C:22]=2[C:14]([CH:11]2[CH2:12][CH2:13][NH:8][CH2:9][CH2:10]2)=[CH:15][CH:16]=1. (4) The product is: [F:1][C:2]1[C:7]([F:8])=[C:6]([CH3:9])[CH:5]=[CH:4][C:3]=1[C:10]1[S:11][CH:12]=[C:13]([NH:19][C:20]([C:22]2[CH:31]=[C:25]3[C:26]([F:30])=[CH:27][CH:28]=[CH:29][N:24]3[N:23]=2)=[O:21])[C:14]=1[C:15]([OH:17])=[O:16]. Given the reactants [F:1][C:2]1[C:7]([F:8])=[C:6]([CH3:9])[CH:5]=[CH:4][C:3]=1[C:10]1[S:11][CH:12]=[C:13]([NH:19][C:20]([C:22]2[CH:31]=[C:25]3[C:26]([F:30])=[CH:27][CH:28]=[CH:29][N:24]3[N:23]=2)=[O:21])[C:14]=1[C:15]([O:17]C)=[O:16].[OH-].[Li+], predict the reaction product. (5) Given the reactants [CH3:1][N:2]1[CH2:14][CH2:13][C:5]2[NH:6][C:7]3[CH:8]=[CH:9][CH:10]=[CH:11][C:12]=3[C:4]=2[CH2:3]1.[CH3:15][C:16]1[CH:24]=[CH:23][C:19]([CH:20]2[O:22][CH2:21]2)=[CH:18][CH:17]=1.[H-].[Na+].FC(F)(F)C([O-])=O, predict the reaction product. The product is: [CH3:1][N:2]1[CH2:14][CH2:13][C:5]2[N:6]([CH2:21][CH:20]([C:19]3[CH:23]=[CH:24][C:16]([CH3:15])=[CH:17][CH:18]=3)[OH:22])[C:7]3[CH:8]=[CH:9][CH:10]=[CH:11][C:12]=3[C:4]=2[CH2:3]1. (6) Given the reactants [Cl:1][C:2]1[C:7]([O:8][CH3:9])=[CH:6][C:5]([O:10][CH3:11])=[C:4]([Cl:12])[C:3]=1[C:13]1[N:18]=[CH:17][C:16]2[C:19]([C:22]3[CH:23]=[N:24][N:25]([CH2:27][C:28]([OH:30])=O)[CH:26]=3)=[N:20][NH:21][C:15]=2[CH:14]=1.[CH3:31][N:32]1[CH2:37][CH2:36][NH:35][CH2:34][CH2:33]1, predict the reaction product. The product is: [Cl:12][C:4]1[C:5]([O:10][CH3:11])=[CH:6][C:7]([O:8][CH3:9])=[C:2]([Cl:1])[C:3]=1[C:13]1[N:18]=[CH:17][C:16]2[C:19]([C:22]3[CH:23]=[N:24][N:25]([CH2:27][C:28]([N:35]4[CH2:36][CH2:37][N:32]([CH3:31])[CH2:33][CH2:34]4)=[O:30])[CH:26]=3)=[N:20][NH:21][C:15]=2[CH:14]=1. (7) The product is: [OH:2][C:3]1[C:4]([C:18](=[O:20])[CH3:19])=[CH:5][S:6][C:7]=1[C:8]1[CH:17]=[CH:16][C:15]2[CH2:14][CH2:13][CH2:12][CH2:11][C:10]=2[CH:9]=1. Given the reactants C[O:2][C:3]1[C:4]([C:18](=[O:20])[CH3:19])=[CH:5][S:6][C:7]=1[C:8]1[CH:17]=[CH:16][C:15]2[CH2:14][CH2:13][CH2:12][CH2:11][C:10]=2[CH:9]=1.B(Br)(Br)Br, predict the reaction product. (8) Given the reactants C(C1C=C(C=O)C(O)=C(C2C=CC(OC(F)(F)F)=CC=2)C=1)(C)(C)C.Br[C:26]1[C:27]([OH:38])=[C:28]([CH:31]=[C:32]([C:34]([CH3:37])([CH3:36])[CH3:35])[CH:33]=1)[CH:29]=[O:30].[Cl:39][C:40]1[CH:41]=[C:42](B(O)O)[CH:43]=[CH:44][C:45]=1[Cl:46], predict the reaction product. The product is: [C:34]([C:32]1[CH:31]=[C:28]([CH:29]=[O:30])[C:27]([OH:38])=[C:26]([C:43]2[CH:42]=[CH:41][C:40]([Cl:39])=[C:45]([Cl:46])[CH:44]=2)[CH:33]=1)([CH3:37])([CH3:36])[CH3:35].